Predict the reactants needed to synthesize the given product. From a dataset of Full USPTO retrosynthesis dataset with 1.9M reactions from patents (1976-2016). (1) Given the product [I:12][C:13]1[CH:14]=[CH:15][C:16]2[N:17]([S:1]([C:4]3[CH:10]=[CH:9][C:7]([CH3:8])=[CH:6][CH:5]=3)(=[O:3])=[O:2])[C:18]3[C:23]([C:24]=2[CH:25]=1)=[CH:22][CH:21]=[CH:20][CH:19]=3, predict the reactants needed to synthesize it. The reactants are: [S:1](Cl)([C:4]1[CH:10]=[CH:9][C:7]([CH3:8])=[CH:6][CH:5]=1)(=[O:3])=[O:2].[I:12][C:13]1[CH:14]=[CH:15][C:16]2[NH:17][C:18]3[C:23]([C:24]=2[CH:25]=1)=[CH:22][CH:21]=[CH:20][CH:19]=3.[OH-].[K+].O. (2) Given the product [OH:8][C:9]1[N:10]=[C:11]2[NH:16][CH2:15][CH2:14][C@H:13]([C:27]([F:30])([F:29])[F:28])[N:12]2[C:31](=[O:33])[C:32]=1[F:1], predict the reactants needed to synthesize it. The reactants are: [F:1]C(F)(F)C(O)=O.[OH:8][C:9]1[N:10]=[C:11]2[N:16]([C@H](C3C=CC(OC)=CC=3)C)[CH2:15][CH2:14][C@H:13]([C:27]([F:30])([F:29])[F:28])[N:12]2[C:31](=[O:33])[CH:32]=1.[OH-].[Na+].